From a dataset of Forward reaction prediction with 1.9M reactions from USPTO patents (1976-2016). Predict the product of the given reaction. (1) Given the reactants [CH:1]12[CH2:7][CH:6]1[CH2:5][CH2:4][C@H:3]([C:8]([O:10]CC)=[O:9])[N:2]2[C:13]([O:15][C:16]([CH3:19])([CH3:18])[CH3:17])=[O:14].O1CCOCC1.O[Li].O, predict the reaction product. The product is: [C:16]([O:15][C:13]([N:2]1[CH:3]([C:8]([OH:10])=[O:9])[CH2:4][CH2:5][CH:6]2[CH:1]1[CH2:7]2)=[O:14])([CH3:19])([CH3:17])[CH3:18]. (2) Given the reactants Cl[C:2]1[C:11]([C:12]([OH:14])=[O:13])=[CH:10][C:9]2[C:4](=[CH:5][CH:6]=[C:7]([Cl:15])[CH:8]=2)[N:3]=1.[NH2:16][C@@H:17]([CH2:24][C:25]1[CH:30]=[CH:29][CH:28]=[CH:27][CH:26]=1)[C:18]([NH:20][CH2:21][CH2:22][CH3:23])=[O:19], predict the reaction product. The product is: [Cl:15][C:7]1[CH:8]=[C:9]2[C:4](=[CH:5][CH:6]=1)[N:3]=[C:2]([NH:16][C@H:17]([C:18](=[O:19])[NH:20][CH2:21][CH2:22][CH3:23])[CH2:24][C:25]1[CH:30]=[CH:29][CH:28]=[CH:27][CH:26]=1)[C:11]([C:12]([OH:14])=[O:13])=[CH:10]2. (3) The product is: [F:13][CH2:12][C:3]1[CH:4]=[CH:5][CH:6]=[C:7]([S:8]([CH3:11])(=[O:10])=[O:9])[C:2]=1[O:32][C:29]1[CH:30]=[C:31]2[C:26](=[CH:27][CH:28]=1)[N:25]=[CH:24][N:23]=[C:22]2[NH:14][C:15]1[CH:19]=[CH:18][N:17]([CH3:20])[N:16]=1. Given the reactants F[C:2]1[C:7]([S:8]([CH3:11])(=[O:10])=[O:9])=[CH:6][CH:5]=[CH:4][C:3]=1[CH2:12][F:13].[NH2:14][C:15]1[CH:19]=[CH:18][N:17]([CH3:20])[N:16]=1.Cl[C:22]1[C:31]2[C:26](=[CH:27][CH:28]=[C:29]([OH:32])[CH:30]=2)[N:25]=[CH:24][N:23]=1, predict the reaction product. (4) Given the reactants [C:1]([O:5][C:6](=[O:30])[NH:7][C@@H:8]([CH2:19][C:20]1[C:28]2[C:23](=[CH:24][CH:25]=[C:26]([OH:29])[CH:27]=2)[NH:22][CH:21]=1)[C:9]([N:11]1[CH2:15][CH2:14][CH2:13][C@H:12]1[C:16](=[O:18])[NH2:17])=[O:10])([CH3:4])([CH3:3])[CH3:2].C(N(CC)CC)C.ClCCl.[CH3:41][S:42](Cl)(=[O:44])=[O:43], predict the reaction product. The product is: [C:1]([O:5][C:6]([NH:7][C@H:8]([C:9]([N:11]1[CH2:15][CH2:14][CH2:13][C@H:12]1[C:16](=[O:18])[NH2:17])=[O:10])[CH2:19][C:20]1[C:28]2[C:23](=[CH:24][CH:25]=[C:26]([O:29][S:42]([CH3:41])(=[O:44])=[O:43])[CH:27]=2)[NH:22][CH:21]=1)=[O:30])([CH3:4])([CH3:2])[CH3:3]. (5) Given the reactants [F:1][C:2]1[CH:3]=[C:4]([CH:6]=[CH:7][C:8]=1[N:9]1[CH:13]=[CH:12][C:11]([C:14]2[CH:19]=[CH:18][CH:17]=[CH:16][N:15]=2)=[N:10]1)[NH2:5].C(=O)([O-])[O-].[K+].[K+].[CH:26]1[CH:31]=[CH:30][C:29]([CH2:32][O:33][C:34](Cl)=[O:35])=[CH:28][CH:27]=1.O, predict the reaction product. The product is: [CH2:32]([O:33][C:34](=[O:35])[NH:5][C:4]1[CH:6]=[CH:7][C:8]([N:9]2[CH:13]=[CH:12][C:11]([C:14]3[CH:19]=[CH:18][CH:17]=[CH:16][N:15]=3)=[N:10]2)=[C:2]([F:1])[CH:3]=1)[C:29]1[CH:30]=[CH:31][CH:26]=[CH:27][CH:28]=1. (6) Given the reactants C1C=C(CN[C:8]2[C:13]([C:14](O)=[O:15])=C[C:11]([S:17]([NH2:20])(=[O:19])=[O:18])=[C:10]([Cl:21])[CH:9]=2)OC=1.[CH2:22]([NH2:24])[CH3:23].ON1C2C=CC=[CH:34][C:29]=2N=N1.Cl.C(N=C=N[CH2:41][CH2:42][CH2:43][N:44]([CH3:46])C)C.CN(C=[O:51])C, predict the reaction product. The product is: [CH2:22]([NH:24][C:14](=[O:15])[C:13]1[CH:8]=[CH:9][C:10]([Cl:21])=[C:11]([S:17]([NH2:20])(=[O:19])=[O:18])[C:46]=1[NH:44][CH2:43][C:42]1[O:51][CH:34]=[CH:29][CH:41]=1)[CH3:23]. (7) Given the reactants [CH3:1][NH:2][CH2:3][CH2:4][CH2:5][N:6]1[C:16]2[CH:17]=[CH:18][CH:19]=[CH:20][C:15]=2[CH2:14][CH2:13][C:12]2[CH:11]=[CH:10][CH:9]=[CH:8][C:7]1=2.Cl.[C:22](=[O:25])([O-])[O-:23].[K+].[K+].[CH2:28]([C:31](Cl)(Cl)Cl)[CH2:29]C, predict the reaction product. The product is: [CH2:29]([O:23][C:22](=[O:25])[N:2]([CH2:3][CH2:4][CH2:5][N:6]1[C:7]2[CH:8]=[CH:9][CH:10]=[CH:11][C:12]=2[CH2:13][CH2:14][C:15]2[CH:20]=[CH:19][CH:18]=[CH:17][C:16]1=2)[CH3:1])[CH2:28][CH3:31]. (8) The product is: [NH:9]([CH:10]1[CH2:15][N:14]([C:16]([O:18][CH2:19][C:20]2[CH:25]=[CH:24][CH:23]=[CH:22][CH:21]=2)=[O:17])[CH:13]([CH3:26])[CH2:12][CH2:11]1)[NH2:8]. Given the reactants C(OC([NH:8][NH:9][CH:10]1[CH2:15][N:14]([C:16]([O:18][CH2:19][C:20]2[CH:25]=[CH:24][CH:23]=[CH:22][CH:21]=2)=[O:17])[CH:13]([CH3:26])[CH2:12][CH2:11]1)=O)(C)(C)C.FC(F)(F)C(O)=O, predict the reaction product. (9) Given the reactants [N+:1]([C:4]1[C:5]([NH:28][CH3:29])=[CH:6][C:7]([O:23][CH2:24][CH:25]([F:27])[F:26])=[C:8]([CH:22]=1)[C:9]([NH:11][C@H:12]1[CH2:17][CH2:16][C@H:15]([C:18]([F:21])([F:20])[F:19])[CH2:14][CH2:13]1)=[O:10])([O-])=O.[H][H], predict the reaction product. The product is: [NH2:1][C:4]1[C:5]([NH:28][CH3:29])=[CH:6][C:7]([O:23][CH2:24][CH:25]([F:26])[F:27])=[C:8]([CH:22]=1)[C:9]([NH:11][C@H:12]1[CH2:13][CH2:14][C@H:15]([C:18]([F:21])([F:20])[F:19])[CH2:16][CH2:17]1)=[O:10].